This data is from Full USPTO retrosynthesis dataset with 1.9M reactions from patents (1976-2016). The task is: Predict the reactants needed to synthesize the given product. (1) Given the product [CH3:1][O:2][C:3]1[CH:4]=[C:5]2[C:10](=[CH:11][C:12]=1[O:13][CH3:14])[N:9]=[CH:8][CH:7]=[C:6]2[O:15][C:16]1[CH:22]=[CH:21][C:19]([NH:20][C:43](=[O:49])[O:42][CH2:40][CH2:61][CH2:60][S:59][C:53]2[CH:54]=[C:55]([CH3:58])[CH:56]=[CH:57][C:52]=2[CH3:51])=[C:18]([CH3:23])[C:17]=1[CH3:24], predict the reactants needed to synthesize it. The reactants are: [CH3:1][O:2][C:3]1[CH:4]=[C:5]2[C:10](=[CH:11][C:12]=1[O:13][CH3:14])[N:9]=[CH:8][CH:7]=[C:6]2[O:15][C:16]1[CH:22]=[CH:21][C:19]([NH2:20])=[C:18]([CH3:23])[C:17]=1[CH3:24].C1(C)C=CC=CC=1.C(N(CC)CC)C.Cl[C:40](Cl)([O:42][C:43](=[O:49])OC(Cl)(Cl)Cl)Cl.[CH3:51][C:52]1[CH:57]=[CH:56][C:55]([CH3:58])=[CH:54][C:53]=1[S:59][CH:60](C)[CH2:61]O. (2) Given the product [CH3:31][O:32][CH2:33][C:34]([NH:21][C:17]1[CH:16]=[C:15]([O:14][C:7]2[C:8]3[C:13](=[CH:12][CH:11]=[CH:10][CH:9]=3)[C:4]([N+:1]([O-:3])=[O:2])=[CH:5][CH:6]=2)[CH:20]=[CH:19][N:18]=1)=[O:35], predict the reactants needed to synthesize it. The reactants are: [N+:1]([C:4]1[C:13]2[C:8](=[CH:9][CH:10]=[CH:11][CH:12]=2)[C:7]([O:14][C:15]2[CH:20]=[CH:19][N:18]=[C:17]([NH2:21])[CH:16]=2)=[CH:6][CH:5]=1)([O-:3])=[O:2].CCN(C(C)C)C(C)C.[CH3:31][O:32][CH2:33][C:34](Cl)=[O:35].N.